Dataset: Forward reaction prediction with 1.9M reactions from USPTO patents (1976-2016). Task: Predict the product of the given reaction. (1) Given the reactants [CH:1]1(C(Cl)=O)CCCCC1.[CH:10]1([C:16]([N:18]=[C:19]=[S:20])=[O:17])[CH2:15][CH2:14][CH2:13][CH2:12][CH2:11]1.[CH3:21][O:22][C:23]1[CH:24]=[C:25]2[C:30](=[CH:31][C:32]=1[O:33][CH3:34])[N:29]=[CH:28]N=[C:26]2[O:35][C:36]1[CH:42]=[CH:41][C:39]([NH2:40])=[CH:38][CH:37]=1.C1(C)C=CC=CC=1, predict the reaction product. The product is: [CH:10]1([C:16]([N:18]=[C:19]=[S:20])=[O:17])[CH2:15][CH2:14][CH2:13][CH2:12][CH2:11]1.[CH:10]1([C:16]([NH:18][C:19]([NH:40][C:39]2[CH:41]=[CH:42][C:36]([O:35][C:26]3[C:25]4[C:30](=[CH:31][C:32]([O:33][CH3:34])=[C:23]([O:22][CH3:21])[CH:24]=4)[N:29]=[CH:28][CH:1]=3)=[CH:37][CH:38]=2)=[S:20])=[O:17])[CH2:15][CH2:14][CH2:13][CH2:12][CH2:11]1. (2) Given the reactants [CH3:1][C:2]1[N:3]=[C:4]([C:8]2[C:13]([O:14][C:15]3[C:24]4[C:19](=[CH:20][C:21]([OH:27])=[C:22]([O:25][CH3:26])[CH:23]=4)[N:18]=[CH:17][CH:16]=3)=[CH:12][C:11]([CH3:28])=[C:10]([CH3:29])[N:9]=2)[S:5][C:6]=1[CH3:7].C(=O)([O-])[O-].[K+].[K+].[CH2:36]([CH:38]1[O:40][CH2:39]1)Br, predict the reaction product. The product is: [CH3:1][C:2]1[N:3]=[C:4]([C:8]2[C:13]([O:14][C:15]3[C:24]4[C:19](=[CH:20][C:21]([O:27][CH2:36][CH:38]5[CH2:39][O:40]5)=[C:22]([O:25][CH3:26])[CH:23]=4)[N:18]=[CH:17][CH:16]=3)=[CH:12][C:11]([CH3:28])=[C:10]([CH3:29])[N:9]=2)[S:5][C:6]=1[CH3:7].